From a dataset of Catalyst prediction with 721,799 reactions and 888 catalyst types from USPTO. Predict which catalyst facilitates the given reaction. Reactant: Br[C:2]1[CH:7]=[C:6]([O:8][CH3:9])[CH:5]=[C:4]([N+:10]([O-:12])=[O:11])[C:3]=1[O:13][CH3:14].[C:15]1(B(O)O)[CH:20]=[CH:19][CH:18]=[CH:17][CH:16]=1.[O-]P([O-])([O-])=O.[K+].[K+].[K+]. Product: [CH3:14][O:13][C:3]1[C:4]([N+:10]([O-:12])=[O:11])=[CH:5][C:6]([O:8][CH3:9])=[CH:7][C:2]=1[C:15]1[CH:20]=[CH:19][CH:18]=[CH:17][CH:16]=1. The catalyst class is: 109.